Dataset: NCI-60 drug combinations with 297,098 pairs across 59 cell lines. Task: Regression. Given two drug SMILES strings and cell line genomic features, predict the synergy score measuring deviation from expected non-interaction effect. (1) Drug 1: C1CC(=O)NC(=O)C1N2CC3=C(C2=O)C=CC=C3N. Drug 2: C1=NC(=NC(=O)N1C2C(C(C(O2)CO)O)O)N. Cell line: OVCAR-8. Synergy scores: CSS=10.7, Synergy_ZIP=-0.667, Synergy_Bliss=4.42, Synergy_Loewe=0.336, Synergy_HSA=4.95. (2) Drug 1: C1=CN(C(=O)N=C1N)C2C(C(C(O2)CO)O)O.Cl. Drug 2: CC1C(C(CC(O1)OC2CC(OC(C2O)C)OC3=CC4=CC5=C(C(=O)C(C(C5)C(C(=O)C(C(C)O)O)OC)OC6CC(C(C(O6)C)O)OC7CC(C(C(O7)C)O)OC8CC(C(C(O8)C)O)(C)O)C(=C4C(=C3C)O)O)O)O. Cell line: NCI-H460. Synergy scores: CSS=56.9, Synergy_ZIP=0.487, Synergy_Bliss=-0.982, Synergy_Loewe=-4.41, Synergy_HSA=0.291. (3) Drug 1: C1CCC(CC1)NC(=O)N(CCCl)N=O. Drug 2: CC1=C(C(CCC1)(C)C)C=CC(=CC=CC(=CC(=O)O)C)C. Cell line: SN12C. Synergy scores: CSS=19.9, Synergy_ZIP=-7.47, Synergy_Bliss=-5.51, Synergy_Loewe=-4.23, Synergy_HSA=-4.14. (4) Drug 1: C1CCC(CC1)NC(=O)N(CCCl)N=O. Drug 2: CCCCC(=O)OCC(=O)C1(CC(C2=C(C1)C(=C3C(=C2O)C(=O)C4=C(C3=O)C=CC=C4OC)O)OC5CC(C(C(O5)C)O)NC(=O)C(F)(F)F)O. Cell line: UO-31. Synergy scores: CSS=7.59, Synergy_ZIP=-5.26, Synergy_Bliss=-4.98, Synergy_Loewe=-1.78, Synergy_HSA=-1.60. (5) Drug 1: CC1C(C(CC(O1)OC2CC(CC3=C2C(=C4C(=C3O)C(=O)C5=C(C4=O)C(=CC=C5)OC)O)(C(=O)C)O)N)O.Cl. Drug 2: C1=NNC2=C1C(=O)NC=N2. Cell line: NCI-H522. Synergy scores: CSS=30.7, Synergy_ZIP=0.561, Synergy_Bliss=3.34, Synergy_Loewe=4.32, Synergy_HSA=5.69.